This data is from Catalyst prediction with 721,799 reactions and 888 catalyst types from USPTO. The task is: Predict which catalyst facilitates the given reaction. (1) Reactant: [C@H:1]1([O:12][C@H:13]2[C@H:18]([OH:19])[C@@H:17]([CH2:20][O:21][C@H:22]3[O:30][C@H:29]([CH2:31][OH:32])[C@@H:27]([OH:28])[C@H:25]([OH:26])[C@@H:23]3[OH:24])[O:16][C@H:15]([O:33][CH2:34][CH2:35][NH:36][C:37](=[O:45])[CH2:38][CH2:39][CH2:40][CH2:41][C:42]([OH:44])=[O:43])[C@H:14]2[OH:46])[O:9][C@H:8]([CH2:10][OH:11])[C@@H:6]([OH:7])[C@H:4]([OH:5])[C@@H:2]1[OH:3].[B-](F)(F)(F)F.CN(C(O[N:60]1[C:65](=[O:66])[CH2:64][CH2:63][C:61]1=[O:62])=[N+](C)C)C.CCN(C(C)C)C(C)C.C(O)(C(F)(F)F)=O. Product: [O:62]=[C:61]1[CH2:63][CH2:64][C:65](=[O:66])[N:60]1[O:43][C:42](=[O:44])[CH2:41][CH2:40][CH2:39][CH2:38][C:37]([NH:36][CH2:35][CH2:34][O:33][C@H:15]1[O:16][C@H:17]([CH2:20][O:21][C@H:22]2[O:30][C@H:29]([CH2:31][OH:32])[C@@H:27]([OH:28])[C@H:25]([OH:26])[C@@H:23]2[OH:24])[C@@H:18]([OH:19])[C@H:13]([O:12][C@H:1]2[O:9][C@H:8]([CH2:10][OH:11])[C@@H:6]([OH:7])[C@H:4]([OH:5])[C@@H:2]2[OH:3])[C@@H:14]1[OH:46])=[O:45]. The catalyst class is: 3. (2) Reactant: [F:1][C:2]([F:12])([C:8]([F:11])([F:10])[F:9])/[CH:3]=[CH:4]/[C:5]([OH:7])=O.CN(C(ON1N=NC2C=CC=CC1=2)=[N+](C)C)C.F[P-](F)(F)(F)(F)F.C(N(CC)CC)C.Cl.[CH3:45][C:46]1[CH:55]=[C:54]([NH:56][CH2:57][CH2:58][CH2:59][NH2:60])[C:53]2[C:48](=[CH:49][CH:50]=[CH:51][CH:52]=2)[N:47]=1.[O-2].[Al+3].[O-2].[O-2].[Al+3]. Product: [F:12][C:2]([F:1])([C:8]([F:11])([F:10])[F:9])/[CH:3]=[CH:4]/[C:5]([NH:60][CH2:59][CH2:58][CH2:57][NH:56][C:54]1[C:53]2[C:48](=[CH:49][CH:50]=[CH:51][CH:52]=2)[N:47]=[C:46]([CH3:45])[CH:55]=1)=[O:7]. The catalyst class is: 618. (3) Reactant: Cl[CH2:2][C:3]1[CH2:4][N:5]([C:15](=[O:17])[CH3:16])[CH2:6][CH2:7][C:8]=1[C:9]1[CH:14]=[CH:13][CH:12]=[CH:11][CH:10]=1.[OH:18][C:19]1[CH:26]=[CH:25][CH:24]=[C:23]([OH:27])[C:20]=1[CH:21]=[O:22].C([O-])([O-])=O.[K+].[K+]. Product: [C:15]([N:5]1[CH2:6][CH2:7][C:8]([C:9]2[CH:14]=[CH:13][CH:12]=[CH:11][CH:10]=2)=[C:3]([CH2:2][O:18][C:19]2[CH:26]=[CH:25][CH:24]=[C:23]([OH:27])[C:20]=2[CH:21]=[O:22])[CH2:4]1)(=[O:17])[CH3:16]. The catalyst class is: 31. (4) Reactant: [Cl:1][CH2:2][CH2:3][O:4][C:5]1[CH:26]=[CH:25][C:8]([C:9]([CH:11]2[C:19](=[O:20])[C:18]3[C:13](=[CH:14][CH:15]=[CH:16][C:17]=3[N+:21]([O-])=O)[C:12]2=[O:24])=[O:10])=[CH:7][CH:6]=1. Product: [NH2:21][C:17]1[CH:16]=[CH:15][CH:14]=[C:13]2[C:18]=1[C:19](=[O:20])[CH:11]([C:9](=[O:10])[C:8]1[CH:25]=[CH:26][C:5]([O:4][CH2:3][CH2:2][Cl:1])=[CH:6][CH:7]=1)[C:12]2=[O:24]. The catalyst class is: 123. (5) Reactant: [Br:1][C:2]1[C:7]([O:8][CH3:9])=[CH:6][C:5]([C:10]([C:12]2[CH:17]=[CH:16][CH:15]=[CH:14][CH:13]=2)=O)=[C:4]([OH:18])[CH:3]=1.FC(F)(F)C(O)=O.C([SiH](CC)CC)C.[NH4+].[Cl-]. Product: [CH2:10]([C:5]1[CH:6]=[C:7]([O:8][CH3:9])[C:2]([Br:1])=[CH:3][C:4]=1[OH:18])[C:12]1[CH:13]=[CH:14][CH:15]=[CH:16][CH:17]=1. The catalyst class is: 34. (6) Reactant: [C:1]([O:5][C:6](=[O:36])[N:7]=[C:8]1[N:12]([CH2:13][C:14]2[CH:19]=[CH:18][CH:17]=[CH:16][C:15]=2Br)[C:11]2[CH:21]=[CH:22][CH:23]=[CH:24][C:10]=2[N:9]1[CH2:25][CH2:26][CH2:27][O:28][C:29]1[CH:34]=[CH:33][C:32]([F:35])=[CH:31][CH:30]=1)([CH3:4])([CH3:3])[CH3:2].[C:37]1([C:50]2[CH:55]=[CH:54][CH:53]=[CH:52][CH:51]=2)[CH:42]=[CH:41][CH:40]=[CH:39][C:38]=1[CH2:43][N:44]1[CH2:49][CH2:48][NH:47][CH2:46][CH2:45]1.C([O-])([O-])=O.[Cs+].[Cs+]. Product: [C:1]([O:5][C:6](=[O:36])[N:7]=[C:8]1[N:12]([CH2:13][C:14]2[CH:19]=[CH:18][CH:17]=[CH:16][C:15]=2[N:47]2[CH2:48][CH2:49][N:44]([CH2:43][C:38]3[CH:39]=[CH:40][CH:41]=[CH:42][C:37]=3[C:50]3[CH:55]=[CH:54][CH:53]=[CH:52][CH:51]=3)[CH2:45][CH2:46]2)[C:11]2[CH:21]=[CH:22][CH:23]=[CH:24][C:10]=2[N:9]1[CH2:25][CH2:26][CH2:27][O:28][C:29]1[CH:34]=[CH:33][C:32]([F:35])=[CH:31][CH:30]=1)([CH3:4])([CH3:3])[CH3:2]. The catalyst class is: 222. (7) The catalyst class is: 12. Product: [ClH:74].[NH2:8][CH2:9][C@H:10]1[CH2:15][CH2:14][C@H:13]([C:16]([NH:18][CH:19]([CH2:43][C:44]2[CH:45]=[CH:46][C:47]([C:50]3[CH:55]=[CH:54][C:53]([C:56](=[O:72])[NH:57][C@H:58]4[CH2:63][CH2:62][C@H:61]([OH:64])[CH2:60][CH2:59]4)=[CH:52][C:51]=3[CH3:73])=[CH:48][CH:49]=2)[C:20]([NH:22][C:23]2[CH:24]=[CH:25][C:26]([C:29]3[NH:30][C:31]([C:34]([F:41])([F:42])[C:35]([F:39])([F:40])[C:36]([OH:38])=[O:37])=[N:32][N:33]=3)=[CH:27][CH:28]=2)=[O:21])=[O:17])[CH2:12][CH2:11]1. Reactant: C(OC([NH:8][CH2:9][C@H:10]1[CH2:15][CH2:14][C@H:13]([C:16]([NH:18][C@@H:19]([CH2:43][C:44]2[CH:49]=[CH:48][C:47]([C:50]3[CH:55]=[CH:54][C:53]([C:56](=[O:72])[NH:57][C@H:58]4[CH2:63][CH2:62][C@H:61]([O:64][Si](C(C)(C)C)(C)C)[CH2:60][CH2:59]4)=[CH:52][C:51]=3[CH3:73])=[CH:46][CH:45]=2)[C:20]([NH:22][C:23]2[CH:28]=[CH:27][C:26]([C:29]3[NH:30][C:31]([C:34]([F:42])([F:41])[C:35]([F:40])([F:39])[C:36]([OH:38])=[O:37])=[N:32][N:33]=3)=[CH:25][CH:24]=2)=[O:21])=[O:17])[CH2:12][CH2:11]1)=O)(C)(C)C.[ClH:74].C(#N)C.